From a dataset of TCR-epitope binding with 47,182 pairs between 192 epitopes and 23,139 TCRs. Binary Classification. Given a T-cell receptor sequence (or CDR3 region) and an epitope sequence, predict whether binding occurs between them. (1) The epitope is TLDSKTQSL. Result: 0 (the TCR does not bind to the epitope). The TCR CDR3 sequence is CASSLVGFVELFF. (2) The epitope is YSEHPTFTSQY. The TCR CDR3 sequence is CSATSRQGGLEQYF. Result: 0 (the TCR does not bind to the epitope). (3) The epitope is PKYVKQNTLKLAT. The TCR CDR3 sequence is CASSPGGGRNTYEQYF. Result: 1 (the TCR binds to the epitope).